This data is from Reaction yield outcomes from USPTO patents with 853,638 reactions. The task is: Predict the reaction yield, written as a fraction of the theoretical maximum amount of product (1.0 means a 100% yield; for example, 0.34 means a 34% yield). (1) The reactants are [C:1]([N:8]1[CH2:13][CH2:12][CH:11]([CH2:14][CH2:15]O)[CH2:10][CH2:9]1)([O:3][C:4]([CH3:7])([CH3:6])[CH3:5])=[O:2].C(Br)(Br)(Br)[Br:18].C1(P(C2C=CC=CC=2)C2C=CC=CC=2)C=CC=CC=1.C(OCC)C. The catalyst is C1COCC1. The product is [C:1]([N:8]1[CH2:13][CH2:12][CH:11]([CH2:14][CH2:15][Br:18])[CH2:10][CH2:9]1)([O:3][C:4]([CH3:7])([CH3:6])[CH3:5])=[O:2]. The yield is 0.860. (2) The reactants are Cl[C:2]([O:4][CH3:5])=[O:3].[Cl:6][C:7]1[CH:12]=[CH:11][C:10]([NH:13][C:14]([C:16]2[CH:17]=[C:18]([C:23]3[CH:28]=[CH:27][C:26]([F:29])=[CH:25][C:24]=3[F:30])[CH:19]=[CH:20]C=2O)=[O:15])=[C:9]([F:31])[CH:8]=1.Cl. The catalyst is O1CCCC1.N1C=CC=CC=1. The product is [Cl:6][C:7]1[CH:12]=[CH:11][C:10]([N:13]2[C:14](=[O:15])[C:16]3[CH:17]=[C:18]([C:23]4[CH:28]=[CH:27][C:26]([F:29])=[CH:25][C:24]=4[F:30])[CH:19]=[CH:20][C:5]=3[O:4][C:2]2=[O:3])=[C:9]([F:31])[CH:8]=1. The yield is 0.110. (3) The reactants are [Br:1][C:2]1[CH:3]=[C:4]([CH2:8][CH2:9][NH2:10])[CH:5]=[CH:6][CH:7]=1.[C:11](O[C:11]([O:13][C:14]([CH3:17])([CH3:16])[CH3:15])=[O:12])([O:13][C:14]([CH3:17])([CH3:16])[CH3:15])=[O:12]. The catalyst is C1COCC1. The product is [Br:1][C:2]1[CH:3]=[C:4]([CH2:8][CH2:9][NH:10][C:11](=[O:12])[O:13][C:14]([CH3:17])([CH3:16])[CH3:15])[CH:5]=[CH:6][CH:7]=1. The yield is 1.03. (4) The reactants are OS(O)(=O)=O.[N+:6]([O-:9])(O)=[O:7].[F:10][C:11]1[C:19]([F:20])=[C:18]([F:21])[CH:17]=[CH:16][C:12]=1[C:13]([OH:15])=[O:14]. No catalyst specified. The product is [F:10][C:11]1[C:19]([F:20])=[C:18]([F:21])[C:17]([N+:6]([O-:9])=[O:7])=[CH:16][C:12]=1[C:13]([OH:15])=[O:14]. The yield is 0.920. (5) The reactants are [CH3:1][C:2]1[CH:7]=[C:6]([CH3:8])[N:5]=[C:4]([N:9]2[CH2:16][CH:15]3[CH:11]([CH2:12][NH:13][CH2:14]3)[CH2:10]2)[N:3]=1.[C:17]1([C:23]2[CH:27]=[CH:26][S:25][C:24]=2[C:28](O)=[O:29])[CH:22]=[CH:21][CH:20]=[CH:19][CH:18]=1.CN(C(ON1N=NC2C=CC=NC1=2)=[N+](C)C)C.F[P-](F)(F)(F)(F)F.CCN(C(C)C)C(C)C. The catalyst is C(OCC)(=O)C.CN(C=O)C. The product is [CH3:1][C:2]1[CH:7]=[C:6]([CH3:8])[N:5]=[C:4]([N:9]2[CH2:16][CH:15]3[CH:11]([CH2:12][N:13]([C:28]([C:24]4[S:25][CH:26]=[CH:27][C:23]=4[C:17]4[CH:18]=[CH:19][CH:20]=[CH:21][CH:22]=4)=[O:29])[CH2:14]3)[CH2:10]2)[N:3]=1. The yield is 0.270. (6) The reactants are [F:8][C:7]([F:10])([F:9])[C:6](O[C:6](=[O:11])[C:7]([F:10])([F:9])[F:8])=[O:11].[CH3:14][O:15][C:16]1[CH:29]=[CH:28][C:19]2[C@@H:20]3[C@H:25]([CH2:26][CH2:27][C:18]=2[CH:17]=1)[NH:24][CH2:23][CH2:22][CH2:21]3.C(N(CC)CC)C. The catalyst is ClCCl. The product is [F:10][C:7]([F:8])([F:9])[C:6]([N:24]1[C@@H:25]2[C@@H:20]([C:19]3[CH:28]=[CH:29][C:16]([O:15][CH3:14])=[CH:17][C:18]=3[CH2:27][CH2:26]2)[CH2:21][CH2:22][CH2:23]1)=[O:11]. The yield is 1.00. (7) The reactants are [F:1][C:2]1[CH:7]=[CH:6][C:5]([C:8]2[NH:9][CH:10]=[CH:11][C:12]=2[C:13]2[CH:18]=[CH:17][N:16]=[CH:15][CH:14]=2)=[CH:4][CH:3]=1.C([Li])CCC.O([Si:32]([CH:39]([CH3:41])[CH3:40])([CH:36]([CH3:38])[CH3:37])[CH:33]([CH3:35])[CH3:34])S(C(F)(F)F)(=O)=O.C(=O)([O-])O.[Na+]. The catalyst is O1CCCC1.CCCCCC.O. The product is [F:1][C:2]1[CH:3]=[CH:4][C:5]([C:8]2[N:9]([Si:32]([CH:39]([CH3:41])[CH3:40])([CH:36]([CH3:38])[CH3:37])[CH:33]([CH3:35])[CH3:34])[CH:10]=[CH:11][C:12]=2[C:13]2[CH:18]=[CH:17][N:16]=[CH:15][CH:14]=2)=[CH:6][CH:7]=1. The yield is 1.00. (8) The reactants are [OH:1][N:2]1[C:6](=[O:7])[C:5]2=[CH:8][CH:9]=[CH:10][CH:11]=[C:4]2[C:3]1=[O:12].C([O-])([O-])=O.[K+].[K+].Br[CH2:20][C:21]([O:23][C:24]([CH3:27])([CH3:26])[CH3:25])=[O:22]. The product is [O:7]=[C:6]1[C:5]2[CH:8]=[CH:9][CH:10]=[CH:11][C:4]=2[C:3](=[O:12])[N:2]1[O:1][CH2:20][C:21]([O:23][C:24]([CH3:27])([CH3:26])[CH3:25])=[O:22]. The catalyst is CN(C=O)C. The yield is 0.710. (9) The reactants are [F:1][C:2]1[CH:3]=[C:4]([C:8]2[CH:13]=[CH:12][C:11]([CH2:14][CH2:15][CH2:16][C:17]([NH:19][C:20]3[CH:21]=[CH:22][C:23]([CH3:39])=[C:24]([CH:26]4[CH2:31][CH2:30][N:29](C(OC(C)(C)C)=O)[CH2:28][CH2:27]4)[CH:25]=3)=[O:18])=[CH:10][CH:9]=2)[CH:5]=[CH:6][CH:7]=1.FC(F)(F)C(O)=O.[Cl:47]CCl. No catalyst specified. The product is [ClH:47].[F:1][C:2]1[CH:3]=[C:4]([C:8]2[CH:9]=[CH:10][C:11]([CH2:14][CH2:15][CH2:16][C:17]([NH:19][C:20]3[CH:21]=[CH:22][C:23]([CH3:39])=[C:24]([CH:26]4[CH2:31][CH2:30][NH:29][CH2:28][CH2:27]4)[CH:25]=3)=[O:18])=[CH:12][CH:13]=2)[CH:5]=[CH:6][CH:7]=1. The yield is 0.980. (10) The reactants are O[CH:2]=[C:3]1[C:11]2[C:6](=[CH:7][C:8]([C:12]([C:14]3[CH:19]=[CH:18][C:17]([NH:20][C:21]([C:23]4[N:24]([CH3:29])[N:25]=[C:26]([CH3:28])[CH:27]=4)=[O:22])=[CH:16][CH:15]=3)=[O:13])=[CH:9][CH:10]=2)[NH:5][C:4]1=[O:30].[NH2:31][C:32]1[CH:37]=[CH:36][C:35]([N:38]2[CH2:43][CH2:42][O:41][CH2:40][CH2:39]2)=[CH:34][CH:33]=1. The catalyst is C1COCC1. The product is [N:38]1([C:35]2[CH:34]=[CH:33][C:32]([NH:31][CH:2]=[C:3]3[C:11]4[C:6](=[CH:7][C:8]([C:12]([C:14]5[CH:15]=[CH:16][C:17]([NH:20][C:21]([C:23]6[N:24]([CH3:29])[N:25]=[C:26]([CH3:28])[CH:27]=6)=[O:22])=[CH:18][CH:19]=5)=[O:13])=[CH:9][CH:10]=4)[NH:5][C:4]3=[O:30])=[CH:37][CH:36]=2)[CH2:43][CH2:42][O:41][CH2:40][CH2:39]1. The yield is 0.360.